This data is from CYP2D6 inhibition data for predicting drug metabolism from PubChem BioAssay. The task is: Regression/Classification. Given a drug SMILES string, predict its absorption, distribution, metabolism, or excretion properties. Task type varies by dataset: regression for continuous measurements (e.g., permeability, clearance, half-life) or binary classification for categorical outcomes (e.g., BBB penetration, CYP inhibition). Dataset: cyp2d6_veith. The drug is COC(=O)c1nn(-c2ccccc2)c(-c2ccccc2)c1C(=O)c1ccccc1. The result is 0 (non-inhibitor).